From a dataset of Catalyst prediction with 721,799 reactions and 888 catalyst types from USPTO. Predict which catalyst facilitates the given reaction. Reactant: [NH2:1][C:2]1[N:7]=[C:6]([O:8]CCO)[C:5]([C:12]2[CH:17]=[CH:16][C:15]([N+:18]([O-:20])=[O:19])=[CH:14][CH:13]=2)=[C:4]([CH2:21][CH3:22])[N:3]=1.C[Si](Br)(C)C. Product: [NH2:1][C:2]1[N:7]=[C:6]([OH:8])[C:5]([C:12]2[CH:13]=[CH:14][C:15]([N+:18]([O-:20])=[O:19])=[CH:16][CH:17]=2)=[C:4]([CH2:21][CH3:22])[N:3]=1. The catalyst class is: 12.